Dataset: Reaction yield outcomes from USPTO patents with 853,638 reactions. Task: Predict the reaction yield, written as a fraction of the theoretical maximum amount of product (1.0 means a 100% yield; for example, 0.34 means a 34% yield). (1) The reactants are [F:1][C:2]([F:9])([F:8])/[CH:3]=[CH:4]/[C:5](O)=[O:6].C(Cl)(=O)C(Cl)=O.[CH2:16]([O:18][C:19]1[N:24]=[C:23]([N:25]2[CH2:30][CH2:29][NH:28][CH2:27][CH2:26]2)[CH:22]=[C:21]([CH3:31])[CH:20]=1)[CH3:17]. The catalyst is ClCCl.CN(C=O)C.C(OCC)(=O)C. The product is [CH2:16]([O:18][C:19]1[N:24]=[C:23]([N:25]2[CH2:26][CH2:27][N:28]([C:5](=[O:6])/[CH:4]=[CH:3]/[C:2]([F:9])([F:8])[F:1])[CH2:29][CH2:30]2)[CH:22]=[C:21]([CH3:31])[CH:20]=1)[CH3:17]. The yield is 0.300. (2) The reactants are Br[C:2]1[C:3]([NH2:19])=[N:4][CH:5]=[C:6]([C:10]2[CH:15]=[CH:14][C:13]([O:16][CH3:17])=[CH:12][C:11]=2[F:18])[C:7]=1[CH2:8][CH3:9].O.[OH:21][C:22]1[CH:27]=[CH:26][C:25](B(O)O)=[CH:24][CH:23]=1.C([O-])([O-])=O.[Na+].[Na+]. The catalyst is O1CCOCC1.Cl[Pd](Cl)([P](C1C=CC=CC=1)(C1C=CC=CC=1)C1C=CC=CC=1)[P](C1C=CC=CC=1)(C1C=CC=CC=1)C1C=CC=CC=1. The product is [NH2:19][C:3]1[C:2]([C:25]2[CH:26]=[CH:27][C:22]([OH:21])=[CH:23][CH:24]=2)=[C:7]([CH2:8][CH3:9])[C:6]([C:10]2[CH:15]=[CH:14][C:13]([O:16][CH3:17])=[CH:12][C:11]=2[F:18])=[CH:5][N:4]=1. The yield is 0.640. (3) The reactants are [CH:1]1[CH:2]=[CH:3][C:4]([N:7]2[CH2:12][CH2:11][NH:10][CH2:9][CH2:8]2)=[CH:5][CH:6]=1.CCN(C(C)C)C(C)C.Cl[C:23]([O:25][C:26]1[CH:31]=[CH:30][C:29]([N+:32]([O-:34])=[O:33])=[CH:28][CH:27]=1)=[O:24]. The catalyst is C(Cl)Cl. The product is [C:4]1([N:7]2[CH2:8][CH2:9][N:10]([C:23]([O:25][C:26]3[CH:27]=[CH:28][C:29]([N+:32]([O-:34])=[O:33])=[CH:30][CH:31]=3)=[O:24])[CH2:11][CH2:12]2)[CH:3]=[CH:2][CH:1]=[CH:6][CH:5]=1. The yield is 1.02. (4) The reactants are [F:1][C:2]1[CH:3]=[C:4]([C:16]2[CH:21]=[CH:20][C:19]([C:22]([F:25])([F:24])[F:23])=[CH:18][CH:17]=2)[CH:5]=[C:6]([N+:13]([O-])=O)[C:7]=1[NH:8][S:9]([NH2:12])(=[O:11])=[O:10]. The catalyst is [Pd].CO. The product is [NH2:13][C:6]1[CH:5]=[C:4]([C:16]2[CH:17]=[CH:18][C:19]([C:22]([F:25])([F:24])[F:23])=[CH:20][CH:21]=2)[CH:3]=[C:2]([F:1])[C:7]=1[NH:8][S:9]([NH2:12])(=[O:11])=[O:10]. The yield is 0.850. (5) The reactants are [Br-:1].[Br-].[Br-].[CH2:4]([N+](CCCC)(CCCC)CCCC)CCC.C([N+](CCCC)(CCCC)CCCC)CCC.C([N+](CCCC)(CCCC)CCCC)CCC.[CH2:55]([C:57]1[CH:63]=[CH:62][C:60](O)=[CH:59][C:58]=1[OH:64])[CH3:56].[C:65]([O-:68])([O-])=O.[K+].[K+].CC1[IH]C=CC=1. The catalyst is C(Cl)(Cl)Cl. The product is [Br:1][C:62]1[CH:63]=[C:57]([CH2:55][CH3:56])[C:58]([O:64][CH3:4])=[CH:59][C:60]=1[O:68][CH3:65]. The yield is 0.390.